Task: Predict the product of the given reaction.. Dataset: Forward reaction prediction with 1.9M reactions from USPTO patents (1976-2016) (1) Given the reactants [Cl:1][C:2]1[CH:3]=[C:4]2[C:9](=[N:10][CH:11]=1)[NH:8][CH:7]([C:12]([F:15])([F:14])[F:13])[C:6]([C:16]([O:18]CC)=[O:17])=[CH:5]2.[OH-].[Na+].CO.O, predict the reaction product. The product is: [Cl:1][C:2]1[CH:3]=[C:4]2[C:9](=[N:10][CH:11]=1)[NH:8][CH:7]([C:12]([F:15])([F:13])[F:14])[C:6]([C:16]([OH:18])=[O:17])=[CH:5]2. (2) Given the reactants [Cl:1][C:2]1[CH:7]=[CH:6][C:5]([NH:8][C:9]2[C:10]([CH3:19])=[C:11]([CH:16]=[CH:17][CH:18]=2)[C:12]([O:14][CH3:15])=[O:13])=[C:4]([NH:20][C:21]([C@H:23]2[CH2:27][CH2:26][CH2:25][O:24]2)=O)[CH:3]=1, predict the reaction product. The product is: [Cl:1][C:2]1[CH:7]=[CH:6][C:5]2[N:8]([C:9]3[C:10]([CH3:19])=[C:11]([CH:16]=[CH:17][CH:18]=3)[C:12]([O:14][CH3:15])=[O:13])[C:21]([C@H:23]3[CH2:27][CH2:26][CH2:25][O:24]3)=[N:20][C:4]=2[CH:3]=1. (3) Given the reactants [Br:1][C:2]1[CH:7]=[CH:6][N:5]=[C:4](F)[CH:3]=1.[CH3:9][S:10]([CH3:13])(=[O:12])=[O:11], predict the reaction product. The product is: [Br:1][C:2]1[CH:7]=[CH:6][N:5]=[C:4]([CH2:9][S:10]([CH3:13])(=[O:12])=[O:11])[CH:3]=1. (4) Given the reactants C[O:2][C:3]1[C:12]2[CH2:11][CH2:10][CH2:9][CH2:8][C:7]=2[C:6]([C:13]2[CH:14]=[C:15]([CH:18]=[CH:19][CH:20]=2)[C:16]#[N:17])=[C:5]([CH3:21])[N:4]=1.[I-].[Na+].Cl[Si](C)(C)C.C(#N)C, predict the reaction product. The product is: [CH3:21][C:5]1[NH:4][C:3](=[O:2])[C:12]2[CH2:11][CH2:10][CH2:9][CH2:8][C:7]=2[C:6]=1[C:13]1[CH:14]=[C:15]([CH:18]=[CH:19][CH:20]=1)[C:16]#[N:17]. (5) Given the reactants [F:1][C:2]([F:17])([F:16])[C:3]1[CH:8]=[CH:7][C:6]([C:9]2[CH:10]=[CH:11][C:12]([NH2:15])=[N:13][CH:14]=2)=[CH:5][CH:4]=1.C1C(=O)N([Br:25])C(=O)C1.C([O-])(O)=O.[Na+], predict the reaction product. The product is: [Br:25][C:11]1[C:12]([NH2:15])=[N:13][CH:14]=[C:9]([C:6]2[CH:5]=[CH:4][C:3]([C:2]([F:1])([F:16])[F:17])=[CH:8][CH:7]=2)[CH:10]=1. (6) Given the reactants [C:1]([O:5][C:6]([N:8]1[CH2:17][CH2:16][C:15]2[C:14](=O)[NH:13][CH:12]=[N:11][C:10]=2[CH:9]1[CH3:19])=[O:7])([CH3:4])([CH3:3])[CH3:2].C1(P(C2C=CC=CC=2)C2C=CC=CC=2)C=CC=CC=1.C(Cl)(Cl)(Cl)[Cl:40], predict the reaction product. The product is: [C:1]([O:5][C:6]([N:8]1[CH2:17][CH2:16][C:15]2[C:14]([Cl:40])=[N:13][CH:12]=[N:11][C:10]=2[CH:9]1[CH3:19])=[O:7])([CH3:4])([CH3:3])[CH3:2]. (7) Given the reactants [Br:1][C:2]1[CH:7]=[C:6]([C:8]([NH:19]S(C2C=CC=CC=2[N+]([O-])=O)(=O)=O)([CH3:18])[CH2:9][O:10][C:11]([C:16]#[N:17])([CH2:14][F:15])[CH2:12][F:13])[C:5]([F:32])=[CH:4][N:3]=1.C(N[C@H](C(O)=O)CS)(=O)C.C([O-])([O-])=O.[K+].[K+], predict the reaction product. The product is: [Br:1][C:2]1[CH:7]=[C:6]([C:8]2([CH3:18])[CH2:9][O:10][C:11]([CH2:14][F:15])([CH2:12][F:13])[C:16]([NH2:17])=[N:19]2)[C:5]([F:32])=[CH:4][N:3]=1.